This data is from Full USPTO retrosynthesis dataset with 1.9M reactions from patents (1976-2016). The task is: Predict the reactants needed to synthesize the given product. (1) The reactants are: [C:1]([C:3]1[CH:8]=[CH:7][C:6]2=[N:9][C:10]([C:12]3[CH:13]=[CH:14][C:15]([C:25]([F:28])([F:27])[F:26])=[C:16]([NH:18][C:19](=[O:24])[C:20]([CH3:23])([CH3:22])[CH3:21])[CH:17]=3)=[CH:11][N:5]2[N:4]=1)#[N:2].CC[OH:31].CS(C)=O.[OH-].[Na+].OO. Given the product [CH3:21][C:20]([CH3:23])([CH3:22])[C:19]([NH:18][C:16]1[CH:17]=[C:12]([C:10]2[N:9]=[C:6]3[N:5]([CH:11]=2)[N:4]=[C:3]([C:1]([NH2:2])=[O:31])[CH:8]=[CH:7]3)[CH:13]=[CH:14][C:15]=1[C:25]([F:28])([F:26])[F:27])=[O:24], predict the reactants needed to synthesize it. (2) Given the product [CH3:1][C@@H:2]1[CH2:6][CH2:5][CH2:4][N:3]1[CH2:7][CH2:8][C:9]1[CH:14]=[CH:13][C:12]([C:15]2[CH:16]=[CH:17][C:18]([CH2:21][CH2:22][C:23]([O:25][CH3:27])=[O:24])=[CH:19][CH:20]=2)=[CH:11][CH:10]=1, predict the reactants needed to synthesize it. The reactants are: [CH3:1][C@@H:2]1[CH2:6][CH2:5][CH2:4][N:3]1[CH2:7][CH2:8][C:9]1[CH:14]=[CH:13][C:12]([C:15]2[CH:20]=[CH:19][C:18]([CH2:21][CH2:22][C:23]([OH:25])=[O:24])=[CH:17][CH:16]=2)=[CH:11][CH:10]=1.Cl.[CH3:27]O. (3) Given the product [CH:7]([O:10][C:11]1[C:16]([CH:17]=[CH2:1])=[CH:15][CH:14]=[CH:13][C:12]=1[C:19]1[CH:24]=[CH:23][CH:22]=[CH:21][CH:20]=1)([CH3:9])[CH3:8], predict the reactants needed to synthesize it. The reactants are: [CH3:1]C(C)([O-])C.[K+].[CH:7]([O:10][C:11]1[C:16]([CH:17]=O)=[CH:15][CH:14]=[CH:13][C:12]=1[C:19]1[CH:24]=[CH:23][CH:22]=[CH:21][CH:20]=1)([CH3:9])[CH3:8].[Cl-].[NH4+]. (4) The reactants are: C([Si](C(C)C)(C(C)C)N1[CH:9]=[CH:8][C:7]([C:10]2[CH:11]=[CH:12][C:13]3[N:14]([CH:16]=[C:17]([C:19]([O:21][CH2:22][CH3:23])=[O:20])[N:18]=3)[CH:15]=2)=C1)(C)C.[O:30]1C=CC=[C:31]1B(O)O. Given the product [O:30]1[CH:31]=[CH:9][CH:8]=[C:7]1[C:10]1[CH:11]=[CH:12][C:13]2[N:14]([CH:16]=[C:17]([C:19]([O:21][CH2:22][CH3:23])=[O:20])[N:18]=2)[CH:15]=1, predict the reactants needed to synthesize it. (5) Given the product [Cl:32][C:33]1[CH:38]=[CH:37][C:36]([CH:39]2[CH2:40][CH2:41][N:42]([C:4](=[O:6])[CH:3]([NH:7][C:8]3[O:9][C:10]([C:13]4[CH:18]=[CH:17][CH:16]=[CH:15][CH:14]=4)=[N:11][N:12]=3)[CH:2]([CH3:1])[CH3:19])[CH2:43][CH2:44]2)=[CH:35][CH:34]=1, predict the reactants needed to synthesize it. The reactants are: [CH3:1][CH:2]([CH3:19])[CH:3]([NH:7][C:8]1[O:9][C:10]([C:13]2[CH:18]=[CH:17][CH:16]=[CH:15][CH:14]=2)=[N:11][N:12]=1)[C:4]([OH:6])=O.CCN=C=NCCCN(C)C.Cl.[Cl:32][C:33]1[CH:38]=[CH:37][C:36]([CH:39]2[CH2:44][CH2:43][NH:42][CH2:41][CH2:40]2)=[CH:35][CH:34]=1.C1C=CC2N(O)N=NC=2C=1.C(N(C(C)C)CC)(C)C. (6) Given the product [CH3:9][O:10][CH2:11][C:12]1[NH:21][C:20](=[O:22])[C:19]2[C:14](=[CH:15][C:16]3[CH2:25][CH2:24][CH:23]([N:26]([C:27]4[CH:39]=[CH:38][C:30]([C:31]([O:33][C:34]([CH3:36])([CH3:35])[CH3:37])=[O:32])=[CH:29][CH:28]=4)[CH2:42][C:40]#[CH:41])[C:17]=3[CH:18]=2)[N:13]=1, predict the reactants needed to synthesize it. The reactants are: F[B-](F)(F)F.ClCCl.[CH3:9][O:10][CH2:11][C:12]1[NH:21][C:20](=[O:22])[C:19]2[C:14](=[CH:15][C:16]3[CH2:25][CH2:24][CH:23]([NH:26][C:27]4[CH:39]=[CH:38][C:30]([C:31]([O:33][C:34]([CH3:37])([CH3:36])[CH3:35])=[O:32])=[CH:29][CH:28]=4)[C:17]=3[CH:18]=2)[N:13]=1.[CH:40](N(C(C)C)CC)([CH3:42])[CH3:41]. (7) Given the product [CH3:12][C:9]1[CH:8]=[CH:7][C:6]2[C:11](=[C:2]([NH:31][C:32]3[S:33][CH:34]=[C:35]([CH3:37])[N:36]=3)[N:3]=[CH:4][C:5]=2[C:19]2[CH:20]=[CH:21][C:16]([C:14]#[N:15])=[N:17][CH:18]=2)[N:10]=1, predict the reactants needed to synthesize it. The reactants are: Cl[C:2]1[N:3]=[CH:4][C:5](I)=[C:6]2[C:11]=1[N:10]=[C:9]([CH3:12])[CH:8]=[CH:7]2.[C:14]([C:16]1[CH:21]=[CH:20][C:19](B2OC(C)(C)C(C)(C)O2)=[CH:18][N:17]=1)#[N:15].[NH2:31][C:32]1[S:33][CH:34]=[C:35]([CH3:37])[N:36]=1. (8) Given the product [NH2:27][C:25]1[CH:24]=[CH:23][C:3]([O:4][C:5]2[CH:10]=[CH:9][N:8]=[C:7]3[CH:11]=[C:12]([C:14]4[CH2:19][CH2:18][N:17]([C:20](=[O:22])[CH3:21])[CH2:16][CH:15]=4)[S:13][C:6]=23)=[C:2]([F:1])[CH:26]=1, predict the reactants needed to synthesize it. The reactants are: [F:1][C:2]1[CH:26]=[C:25]([N+:27]([O-])=O)[CH:24]=[CH:23][C:3]=1[O:4][C:5]1[CH:10]=[CH:9][N:8]=[C:7]2[CH:11]=[C:12]([C:14]3[CH2:19][CH2:18][N:17]([C:20](=[O:22])[CH3:21])[CH2:16][CH:15]=3)[S:13][C:6]=12.[NH4+].[Cl-].O. (9) Given the product [CH2:27]([CH:31]1[CH2:36][CH2:35][N:34]([CH2:14][CH2:13][CH2:12][N:7]2[C:6]3[CH:16]=[C:2]([Cl:1])[C:3]([CH3:18])=[C:4]([Cl:17])[C:5]=3[O:10][CH2:9][C:8]2=[O:11])[CH2:33][CH2:32]1)[CH2:28][CH2:29][CH3:30], predict the reactants needed to synthesize it. The reactants are: [Cl:1][C:2]1[C:3]([CH3:18])=[C:4]([Cl:17])[C:5]2[O:10][CH2:9][C:8](=[O:11])[N:7]([CH2:12][CH2:13][CH2:14]Cl)[C:6]=2[CH:16]=1.C([O-])([O-])=O.[K+].[K+].[Na+].[I-].[CH2:27]([CH:31]1[CH2:36][CH2:35][NH:34][CH2:33][CH2:32]1)[CH2:28][CH2:29][CH3:30]. (10) The reactants are: I[CH2:2][C@@H:3]([CH3:16])[CH2:4][N:5]1[C:10]2[CH:11]=[CH:12][CH:13]=[CH:14][C:9]=2[S:8][CH2:7][C:6]1=[O:15].[CH2:17]([CH:21]1[CH2:26][CH2:25][NH:24][CH2:23][CH2:22]1)[CH2:18][CH2:19][CH3:20]. Given the product [CH2:17]([CH:21]1[CH2:26][CH2:25][N:24]([CH2:2][C@@H:3]([CH3:16])[CH2:4][N:5]2[C:10]3[CH:11]=[CH:12][CH:13]=[CH:14][C:9]=3[S:8][CH2:7][C:6]2=[O:15])[CH2:23][CH2:22]1)[CH2:18][CH2:19][CH3:20], predict the reactants needed to synthesize it.